Regression/Classification. Given a drug SMILES string, predict its absorption, distribution, metabolism, or excretion properties. Task type varies by dataset: regression for continuous measurements (e.g., permeability, clearance, half-life) or binary classification for categorical outcomes (e.g., BBB penetration, CYP inhibition). For this dataset (solubility_aqsoldb), we predict Y. From a dataset of Aqueous solubility values for 9,982 compounds from the AqSolDB database. (1) The drug is CC(=O)N1CCN(C(=O)/C=C/c2ccc(Sc3ccc4[nH]ccc4c3)c(Cl)c2)CC1. The Y is -2.74 log mol/L. (2) The drug is CCCCCCOC(=O)c1ccc(O)c(Br)c1. The Y is -4.22 log mol/L. (3) The molecule is C#C[C@]1(O)CC[C@H]2[C@@H]3CCC4=CC(=O)CC[C@@H]4[C@H]3CC[C@@]21C. The Y is -4.63 log mol/L. (4) The molecule is CCCC(O)C(C)C. The Y is -1.31 log mol/L. (5) The molecule is CC(C)CCCCCCCOP(=O)(Oc1ccccc1)Oc1ccccc1. The Y is -5.72 log mol/L. (6) The compound is CN(C)C.[Cl-].[H+]. The Y is 0.899 log mol/L. (7) The drug is C=CC=C. The Y is -1.87 log mol/L. (8) The drug is CC1=C(C(=O)Nc2ccccc2)SCCO1. The Y is -3.14 log mol/L.